The task is: Predict the reaction yield, written as a fraction of the theoretical maximum amount of product (1.0 means a 100% yield; for example, 0.34 means a 34% yield).. This data is from Reaction yield outcomes from USPTO patents with 853,638 reactions. (1) The catalyst is O1CCCC1. The yield is 0.740. The reactants are O[C@H:2]([CH3:36])[C@H:3]([NH:5][C:6]([C:8]1[NH:9][C:10]([C:13]2[CH:18]=[C:17]([O:19][C:20]3[CH:21]=[N:22][C:23]([S:26]([CH3:29])(=[O:28])=[O:27])=[CH:24][CH:25]=3)[CH:16]=[C:15]([O:30][C@@H:31]([CH3:35])[CH2:32][O:33][CH3:34])[CH:14]=2)=[CH:11][CH:12]=1)=[O:7])[CH3:4].CS(O)(=O)=O.C(N(CC)CC)C.C(=O)([O-])O.[Na+]. The product is [CH3:4][C@@H:3]1[C@H:2]([CH3:36])[O:7][C:6]([C:8]2[NH:9][C:10]([C:13]3[CH:18]=[C:17]([CH:16]=[C:15]([O:30][C@@H:31]([CH3:35])[CH2:32][O:33][CH3:34])[CH:14]=3)[O:19][C:20]3[CH:25]=[CH:24][C:23]([S:26]([CH3:29])(=[O:27])=[O:28])=[N:22][CH:21]=3)=[CH:11][CH:12]=2)=[N:5]1. (2) The reactants are [H-].[Na+].[Cl:3][C:4]1[N:9]=[C:8]([C:10]2[C:18]3[C:13](=[CH:14][CH:15]=[CH:16][CH:17]=3)[NH:12][CH:11]=2)[C:7]([Cl:19])=[CH:6][N:5]=1.[CH3:20]I. The catalyst is C1COCC1.O. The product is [Cl:3][C:4]1[N:9]=[C:8]([C:10]2[C:18]3[C:13](=[CH:14][CH:15]=[CH:16][CH:17]=3)[N:12]([CH3:20])[CH:11]=2)[C:7]([Cl:19])=[CH:6][N:5]=1. The yield is 0.700. (3) The reactants are CS(O[C@H:6]1[CH2:11][CH2:10][CH2:9][CH2:8][C@H:7]1[NH:12][C:13]1[S:14][C:15]2[CH:21]=[C:20]([CH2:22][N:23]3[C:27]4=[N:28][CH:29]=[C:30]([F:32])[CH:31]=[C:26]4[N:25]=[CH:24]3)[CH:19]=[CH:18][C:16]=2[N:17]=1)(=O)=O.[CH3:33][S-:34].[Na+]. The catalyst is CN(C=O)C. The product is [F:32][C:30]1[CH:31]=[C:26]2[N:25]=[CH:24][N:23]([CH2:22][C:20]3[CH:19]=[CH:18][C:16]4[N:17]=[C:13]([NH:12][C@@H:7]5[CH2:8][CH2:9][CH2:10][CH2:11][C@H:6]5[S:34][CH3:33])[S:14][C:15]=4[CH:21]=3)[C:27]2=[N:28][CH:29]=1. The yield is 0.0400. (4) The reactants are [F:1][C:2]1[C:3]([N+:9]([O-:11])=[O:10])=[C:4]([CH3:8])[CH:5]=[CH:6][CH:7]=1.FC(F)(F)C(O)=O.S(=O)(=O)(O)O.[Br:24]N1C(=O)CCC1=O. No catalyst specified. The product is [Br:24][C:5]1[CH:6]=[CH:7][C:2]([F:1])=[C:3]([N+:9]([O-:11])=[O:10])[C:4]=1[CH3:8]. The yield is 0.600. (5) The reactants are [CH3:1][C:2]([CH3:8])([CH3:7])[CH2:3][C:4](Cl)=[O:5].[Br:9][C:10]1[CH:15]=[CH:14][C:13]([NH2:16])=[C:12]([C:17]([F:20])([F:19])[F:18])[CH:11]=1.O. The catalyst is C(#N)C. The product is [Br:9][C:10]1[CH:15]=[CH:14][C:13]([NH:16][C:4](=[O:5])[CH2:3][C:2]([CH3:8])([CH3:7])[CH3:1])=[C:12]([C:17]([F:18])([F:19])[F:20])[CH:11]=1. The yield is 0.790. (6) The reactants are [NH2:1][C@@H:2]1[C:10]2[C:5](=[C:6]([C:11]3[N:15]=[C:14]([C:16]4[CH:17]=[CH:18][C:19]([O:24][CH:25]([CH3:27])[CH3:26])=[C:20]([CH:23]=4)[C:21]#[N:22])[O:13][N:12]=3)[CH:7]=[CH:8][CH:9]=2)[CH2:4][CH2:3]1.[CH3:28][S:29](Cl)(=[O:31])=[O:30]. The catalyst is C(Cl)Cl. The product is [C:21]([C:20]1[CH:23]=[C:16]([C:14]2[O:13][N:12]=[C:11]([C:6]3[CH:7]=[CH:8][CH:9]=[C:10]4[C:5]=3[CH2:4][CH2:3][C@@H:2]4[NH:1][S:29]([CH3:28])(=[O:31])=[O:30])[N:15]=2)[CH:17]=[CH:18][C:19]=1[O:24][CH:25]([CH3:27])[CH3:26])#[N:22]. The yield is 0.450. (7) The product is [F:1][C:2]1[CH:7]=[CH:6][C:5]([NH:13][C:14]2[CH:24]=[CH:23][CH:22]=[CH:21][C:15]=2[C:16]([O:18][CH2:19][CH3:20])=[O:17])=[CH:4][CH:3]=1. The catalyst is CC(O)(C)C. The yield is 0.910. The reactants are [F:1][C:2]1[CH:7]=[CH:6][C:5](CS([O-])(=O)=O)=[CH:4][CH:3]=1.[NH2:13][C:14]1[CH:24]=[CH:23][CH:22]=[CH:21][C:15]=1[C:16]([O:18][CH2:19][CH3:20])=[O:17].C([O-])([O-])=O.[K+].[K+]. (8) The reactants are [NH2:1][C:2]1[C:11]2[C:6](=[C:7](Br)[CH:8]=[CH:9][CH:10]=2)[N:5]=[N:4][C:3]=1[C:13]([NH:15][CH2:16][CH2:17][CH3:18])=[O:14].[CH3:19][O:20][C:21]1[C:26]([O:27][CH3:28])=[C:25]([O:29][CH3:30])[CH:24]=[CH:23][C:22]=1B(O)O. No catalyst specified. The product is [NH2:1][C:2]1[C:11]2[C:6](=[C:7]([C:22]3[CH:23]=[CH:24][C:25]([O:29][CH3:30])=[C:26]([O:27][CH3:28])[C:21]=3[O:20][CH3:19])[CH:8]=[CH:9][CH:10]=2)[N:5]=[N:4][C:3]=1[C:13]([NH:15][CH2:16][CH2:17][CH3:18])=[O:14]. The yield is 0.921. (9) The reactants are [NH2:1][C:2]1[C:7]([S:8](Cl)(=[O:10])=[O:9])=[CH:6][C:5]([Br:12])=[CH:4][N:3]=1.[C:13]([NH2:17])([CH3:16])([CH3:15])[CH3:14]. The catalyst is C1COCC1. The product is [NH2:1][C:2]1[C:7]([S:8]([NH:17][C:13]([CH3:16])([CH3:15])[CH3:14])(=[O:10])=[O:9])=[CH:6][C:5]([Br:12])=[CH:4][N:3]=1. The yield is 0.490. (10) The yield is 0.985. The product is [C:1]1([C:20]2[CH:25]=[CH:24][CH:23]=[CH:22][CH:21]=2)[CH:6]=[CH:5][C:4]([CH2:7][N:8]2[CH:16]=[C:15]3[C:10]([N:11]=[C:12]([Cl:28])[N:13]([CH3:18])[C:14]3=[O:17])=[N:9]2)=[CH:3][CH:2]=1. The reactants are [C:1]1([C:20]2[CH:25]=[CH:24][CH:23]=[CH:22][CH:21]=2)[CH:6]=[CH:5][C:4]([CH2:7][N:8]2[CH:16]=[C:15]3[C:10]([NH:11][C:12](=O)[N:13]([CH3:18])[C:14]3=[O:17])=[N:9]2)=[CH:3][CH:2]=1.O=P(Cl)(Cl)[Cl:28]. No catalyst specified.